Dataset: Catalyst prediction with 721,799 reactions and 888 catalyst types from USPTO. Task: Predict which catalyst facilitates the given reaction. Reactant: Cl[C:2]1[C:11]2[C:6](=[CH:7][C:8]([O:14][CH2:15][CH2:16][CH2:17][N:18]3[CH2:23][CH2:22][O:21][CH2:20][CH2:19]3)=[C:9]([O:12][CH3:13])[CH:10]=2)[N:5]=[CH:4][N:3]=1.[NH2:24][C:25]1[CH:26]=[CH:27][CH:28]=[C:29]2[C:33]=1[NH:32][C:31]([CH3:34])=[C:30]2[CH3:35].Cl. Product: [CH3:34][C:31]1[NH:32][C:33]2[C:29]([C:30]=1[CH3:35])=[CH:28][CH:27]=[CH:26][C:25]=2[NH:24][C:2]1[C:11]2[C:6](=[CH:7][C:8]([O:14][CH2:15][CH2:16][CH2:17][N:18]3[CH2:23][CH2:22][O:21][CH2:20][CH2:19]3)=[C:9]([O:12][CH3:13])[CH:10]=2)[N:5]=[CH:4][N:3]=1. The catalyst class is: 32.